Dataset: Forward reaction prediction with 1.9M reactions from USPTO patents (1976-2016). Task: Predict the product of the given reaction. (1) The product is: [CH3:39][O:38][C:35]1[C:34]([CH3:40])=[CH:33][N:32]=[C:31]([CH2:30][N:28]2[N:29]=[C:11]3[CH:10]=[C:9]([CH2:8][CH2:47][N:46]4[CH2:49][CH2:50][O:2][CH2:45][CH2:44]4)[C:18]4[CH2:17][S:16][N:15]=[C:14]([NH:19][C:20](=[O:26])[O:21][C:22]([CH3:24])([CH3:23])[CH3:25])[C:13]([C:12]=43)=[N:27]2)[C:36]=1[CH3:37]. Given the reactants S(Cl)(C)(=O)=[O:2].OC[CH2:8][C:9]1[C:18]2[CH2:17][S:16][N:15]=[C:14]([NH:19][C:20](=[O:26])[O:21][C:22]([CH3:25])([CH3:24])[CH3:23])[C:13]3=[N:27][N:28]([CH2:30][C:31]4[C:36]([CH3:37])=[C:35]([O:38][CH3:39])[C:34]([CH3:40])=[CH:33][N:32]=4)[N:29]=[C:11]([C:12]=23)[CH:10]=1.ClCCl.[CH2:44]([N:46]([CH2:49][CH3:50])[CH2:47]C)[CH3:45], predict the reaction product. (2) Given the reactants C(N(CC)CC)C.F[C:9]1[CH:14]=[CH:13][CH:12]=[CH:11][C:10]=1[S:15]([CH2:18][C:19]1[C:24]([C:25]([O:27][CH3:28])=[O:26])=[C:23]([O:29][CH3:30])[C:22]([C:31]2[CH:35]=[CH:34][O:33][CH:32]=2)=[CH:21][CH:20]=1)(=[O:17])=[O:16].Cl.Cl.[CH2:38]([N:40]([CH2:43][CH:44]1[CH2:47][CH2:46][NH:45]1)[CH2:41][CH3:42])[CH3:39], predict the reaction product. The product is: [CH2:38]([N:40]([CH2:43][CH:44]1[CH2:47][CH2:46][N:45]1[C:9]1[CH:14]=[CH:13][CH:12]=[CH:11][C:10]=1[S:15]([CH2:18][C:19]1[C:24]([C:25]([O:27][CH3:28])=[O:26])=[C:23]([O:29][CH3:30])[C:22]([C:31]2[CH:35]=[CH:34][O:33][CH:32]=2)=[CH:21][CH:20]=1)(=[O:17])=[O:16])[CH2:41][CH3:42])[CH3:39]. (3) Given the reactants O=[CH:2][C@@H:3]([CH2:5][OH:6])[OH:4].FC(F)(F)C(O)=O.[CH3:14][CH:15]([O:17][C:18]1[C:23]([C:24]#[N:25])=[CH:22][C:21]([C:26]2[O:30][N:29]=[C:28]([C:31]3[C:32]([CH3:41])=[C:33]4[C:38](=[CH:39][CH:40]=3)[CH2:37][NH:36][CH2:35][CH2:34]4)[N:27]=2)=[CH:20][N:19]=1)[CH3:16].C(O[BH-](OC(=O)C)OC(=O)C)(=O)C.[Na+].C(=O)([O-])O.[Na+], predict the reaction product. The product is: [OH:4][C@H:3]([CH2:5][OH:6])[CH2:2][N:36]1[CH2:35][CH2:34][C:33]2[C:38](=[CH:39][CH:40]=[C:31]([C:28]3[N:27]=[C:26]([C:21]4[CH:22]=[C:23]([C:24]#[N:25])[C:18]([O:17][CH:15]([CH3:16])[CH3:14])=[N:19][CH:20]=4)[O:30][N:29]=3)[C:32]=2[CH3:41])[CH2:37]1.